This data is from Forward reaction prediction with 1.9M reactions from USPTO patents (1976-2016). The task is: Predict the product of the given reaction. (1) Given the reactants [Cl:1][C:2]1[CH:7]=[C:6]([N+:8]([O-])=O)[C:5]([S:11][CH3:12])=[CH:4][C:3]=1[O:13][CH3:14].C(O)(=O)C.C([O-])([O-])=O.[Na+].[Na+], predict the reaction product. The product is: [Cl:1][C:2]1[C:3]([O:13][CH3:14])=[CH:4][C:5]([S:11][CH3:12])=[C:6]([CH:7]=1)[NH2:8]. (2) Given the reactants [S:1]([N:5]1[CH2:10][CH2:9][N:8]([C:11]([O:13][C:14]([CH3:17])([CH3:16])[CH3:15])=[O:12])[CH2:7][CH2:6]1)(=[O:4])(=[O:3])[NH2:2].Cl[C:19]1[CH:24]=[C:23]([O:25][CH3:26])[N:22]=[C:21]([S:27][CH2:28][C:29]2[CH:34]=[CH:33][CH:32]=[C:31]([F:35])[C:30]=2[F:36])[N:20]=1, predict the reaction product. The product is: [F:36][C:30]1[C:31]([F:35])=[CH:32][CH:33]=[CH:34][C:29]=1[CH2:28][S:27][C:21]1[N:20]=[C:19]([NH:2][S:1]([N:5]2[CH2:6][CH2:7][N:8]([C:11]([O:13][C:14]([CH3:17])([CH3:16])[CH3:15])=[O:12])[CH2:9][CH2:10]2)(=[O:3])=[O:4])[CH:24]=[C:23]([O:25][CH3:26])[N:22]=1.